Dataset: Reaction yield outcomes from USPTO patents with 853,638 reactions. Task: Predict the reaction yield, written as a fraction of the theoretical maximum amount of product (1.0 means a 100% yield; for example, 0.34 means a 34% yield). (1) The reactants are C(N(C(C)C)CC)(C)C.Cl.[CH3:11][NH:12][CH2:13][C:14]1[CH:22]=[CH:21][CH:20]=[C:19]2[C:15]=1[CH2:16][N:17]([CH:24]1[CH2:29][CH2:28][C:27](=[O:30])[NH:26][C:25]1=[O:31])[C:18]2=[O:23].[F:32][C:33]1[CH:34]=[C:35]([N:40]=[C:41]=[O:42])[CH:36]=[C:37]([F:39])[CH:38]=1. The catalyst is C(Cl)Cl. The product is [F:32][C:33]1[CH:34]=[C:35]([NH:40][C:41](=[O:42])[N:12]([CH2:13][C:14]2[CH:22]=[CH:21][CH:20]=[C:19]3[C:15]=2[CH2:16][N:17]([CH:24]2[CH2:29][CH2:28][C:27](=[O:30])[NH:26][C:25]2=[O:31])[C:18]3=[O:23])[CH3:11])[CH:36]=[C:37]([F:39])[CH:38]=1. The yield is 0.760. (2) The reactants are I[C:2]1[C:10]2[C:5](=[CH:6][C:7]([C@H:11]3[C@@:13]4([C:21]5[C:16](=[CH:17][CH:18]=[C:19]([O:22][CH3:23])[CH:20]=5)[NH:15][C:14]4=[O:24])[CH2:12]3)=[CH:8][CH:9]=2)[NH:4][N:3]=1.CC1(C)C(C)(C)OB(/[CH:33]=[CH:34]/[C:35]2[CH:48]=[CH:47][C:38]([CH2:39][CH2:40][N:41]3[CH2:46][CH2:45][O:44][CH2:43][CH2:42]3)=[CH:37][CH:36]=2)O1.C([O-])([O-])=O.[Na+].[Na+]. The catalyst is C1(C)C=CC=CC=1.CCO.C1C=CC([P]([Pd]([P](C2C=CC=CC=2)(C2C=CC=CC=2)C2C=CC=CC=2)([P](C2C=CC=CC=2)(C2C=CC=CC=2)C2C=CC=CC=2)[P](C2C=CC=CC=2)(C2C=CC=CC=2)C2C=CC=CC=2)(C2C=CC=CC=2)C2C=CC=CC=2)=CC=1. The product is [CH3:23][O:22][C:19]1[CH:20]=[C:21]2[C:16](=[CH:17][CH:18]=1)[NH:15][C:14](=[O:24])[C@:13]12[CH2:12][C@H:11]1[C:7]1[CH:6]=[C:5]2[C:10]([C:2]([CH:33]=[CH:34][C:35]3[CH:36]=[CH:37][C:38]([CH2:39][CH2:40][N:41]4[CH2:46][CH2:45][O:44][CH2:43][CH2:42]4)=[CH:47][CH:48]=3)=[N:3][NH:4]2)=[CH:9][CH:8]=1. The yield is 0.450. (3) The reactants are Br[CH2:2][CH2:3][O:4][C:5]1[CH:20]=[CH:19][C:8]([O:9][C:10]2[S:11][C:12]3[CH:18]=[CH:17][CH:16]=[CH:15][C:13]=3[N:14]=2)=[CH:7][CH:6]=1.Cl.[C:22]1(=[O:32])[C:26]2([CH2:31][CH2:30][NH:29][CH2:28][CH2:27]2)[CH2:25][CH2:24][NH:23]1.CNC. The catalyst is CC#N. The product is [S:11]1[C:12]2[CH:18]=[CH:17][CH:16]=[CH:15][C:13]=2[N:14]=[C:10]1[O:9][C:8]1[CH:19]=[CH:20][C:5]([O:4][CH2:3][CH2:2][N:29]2[CH2:30][CH2:31][C:26]3([C:22](=[O:32])[NH:23][CH2:24][CH2:25]3)[CH2:27][CH2:28]2)=[CH:6][CH:7]=1. The yield is 0.490. (4) The reactants are [C:1]([C:3]1[CH:8]=[CH:7][CH:6]=[CH:5][C:4]=1[OH:9])#[N:2].[F:10][CH:11]([F:14])[CH2:12]O.C1(P(C2C=CC=CC=2)C2C=CC=CC=2)C=CC=CC=1.N(C(OC(C)C)=O)=NC(OC(C)C)=O. The catalyst is C1(C)C=CC=CC=1. The product is [F:10][CH:11]([F:14])[CH2:12][O:9][C:4]1[CH:5]=[CH:6][CH:7]=[CH:8][C:3]=1[C:1]#[N:2]. The yield is 0.910. (5) The reactants are [Br:1][C:2]1[C:3]([OH:13])=[C:4]([C:10](=[O:12])[CH3:11])[CH:5]=[C:6]([Cl:9])[C:7]=1[F:8].[C:14](=O)([O-])[O-].[K+].[K+].CI. The catalyst is CN(C)C=O. The product is [Br:1][C:2]1[C:3]([O:13][CH3:14])=[C:4]([C:10](=[O:12])[CH3:11])[CH:5]=[C:6]([Cl:9])[C:7]=1[F:8]. The yield is 0.390.